From a dataset of Full USPTO retrosynthesis dataset with 1.9M reactions from patents (1976-2016). Predict the reactants needed to synthesize the given product. Given the product [CH3:31][C:28]1[S:27][C:26]([CH2:25][N:9]([C:10]2[S:11][CH:12]=[C:13]([CH:15]3[CH2:16][C:17]([CH3:24])([CH3:23])[CH2:18][C:19]([CH3:22])([CH3:21])[CH2:20]3)[N:14]=2)[CH2:8][CH2:7][C:6]([OH:32])=[O:5])=[CH:30][CH:29]=1, predict the reactants needed to synthesize it. The reactants are: C([O:5][C:6](=[O:32])[CH2:7][CH2:8][N:9]([CH2:25][C:26]1[S:27][C:28]([CH3:31])=[CH:29][CH:30]=1)[C:10]1[S:11][CH:12]=[C:13]([CH:15]2[CH2:20][C:19]([CH3:22])([CH3:21])[CH2:18][C:17]([CH3:24])([CH3:23])[CH2:16]2)[N:14]=1)(C)(C)C.[OH-].[Na+].